The task is: Predict the product of the given reaction.. This data is from Forward reaction prediction with 1.9M reactions from USPTO patents (1976-2016). Given the reactants [C:1]([O:4][C:5]1[CH:10]=[CH:9][C:8]([C:11](=[O:17])[CH2:12][CH2:13][C:14]([OH:16])=O)=[CH:7][CH:6]=1)(=[O:3])[CH3:2].[N+:18]([C:21]1[CH:26]=[CH:25][C:24]([N:27]2[CH2:32][CH2:31][NH:30][CH2:29][CH2:28]2)=[CH:23][CH:22]=1)([O-:20])=[O:19].C(N(C(C)C)C(C)C)C.F[P-](F)(F)(F)(F)F.N1(OC(N(C)C)=[N+](C)C)C2C=CC=CC=2N=N1, predict the reaction product. The product is: [N+:18]([C:21]1[CH:22]=[CH:23][C:24]([N:27]2[CH2:32][CH2:31][N:30]([C:14](=[O:16])[CH2:13][CH2:12][C:11]([C:8]3[CH:7]=[CH:6][C:5]([O:4][C:1](=[O:3])[CH3:2])=[CH:10][CH:9]=3)=[O:17])[CH2:29][CH2:28]2)=[CH:25][CH:26]=1)([O-:20])=[O:19].